From a dataset of Peptide-MHC class I binding affinity with 185,985 pairs from IEDB/IMGT. Regression. Given a peptide amino acid sequence and an MHC pseudo amino acid sequence, predict their binding affinity value. This is MHC class I binding data. The MHC is Mamu-B17 with pseudo-sequence Mamu-B17. The peptide sequence is FSVDKDGQF. The binding affinity (normalized) is 0.408.